From a dataset of Full USPTO retrosynthesis dataset with 1.9M reactions from patents (1976-2016). Predict the reactants needed to synthesize the given product. (1) Given the product [C:18]([CH:1]([OH:2])[C:3]1([C:6]([O:8][CH2:9][CH3:10])=[O:7])[CH2:5][CH2:4]1)#[N:12], predict the reactants needed to synthesize it. The reactants are: [CH:1]([C:3]1([C:6]([O:8][CH2:9][CH3:10])=[O:7])[CH2:5][CH2:4]1)=[O:2].[Cl-].[NH4+:12].C(OCC)C.[C-:18]#N.[Na+]. (2) Given the product [CH2:1]([O:3][C:4](=[O:17])[C:5]([CH3:6])([O:8][C:9]1[CH:14]=[CH:13][C:12]([O:15][CH2:26][CH2:25][CH2:24][C:23]2[N:19]([CH3:18])[N:20]=[C:21]([C:28]3[CH:33]=[CH:32][C:31]([O:34][C:35]([F:37])([F:38])[F:36])=[CH:30][CH:29]=3)[CH:22]=2)=[CH:11][C:10]=1[CH3:16])[CH3:7])[CH3:2], predict the reactants needed to synthesize it. The reactants are: [CH2:1]([O:3][C:4](=[O:17])[C:5]([O:8][C:9]1[CH:14]=[CH:13][C:12]([OH:15])=[CH:11][C:10]=1[CH3:16])([CH3:7])[CH3:6])[CH3:2].[CH3:18][N:19]1[C:23]([CH2:24][CH2:25][CH2:26]O)=[CH:22][C:21]([C:28]2[CH:33]=[CH:32][C:31]([O:34][C:35]([F:38])([F:37])[F:36])=[CH:30][CH:29]=2)=[N:20]1.CN(C)C(N=NC(N(C)C)=O)=O.C(P(CCCC)CCCC)CCC. (3) Given the product [OH:30][C:23]1[CH:24]=[CH:25][CH:26]=[C:27]2[C:22]=1[N:21]=[C:20]([O:19][CH2:18][CH2:17][CH2:16][CH2:15][N:12]1[CH2:11][CH2:10][C:34]3[C:14](=[CH:38][CH:39]=[C:40]([C:31]#[N:32])[CH:35]=3)[CH2:13]1)[CH:29]=[CH:28]2, predict the reactants needed to synthesize it. The reactants are: ClC1C(Cl)=CC=CC=1N1[CH2:14][CH2:13][N:12]([CH2:15][CH2:16][CH2:17][CH2:18][O:19][C:20]2[CH:29]=[CH:28][C:27]3[C:22](=[C:23]([OH:30])[CH:24]=[CH:25][CH:26]=3)[N:21]=2)[CH2:11][CH2:10]1.[CH2:31]1[C:40]2[C:35](=CC(C#N)=[CH:38][CH:39]=2)[CH2:34]C[NH:32]1. (4) Given the product [NH2:31][C:32]1[C:33]([C:39]([NH:41][C:42]2[CH:43]=[CH:44][CH:45]=[CH:46][CH:47]=2)=[O:40])=[N:34][C:35]([C:6]2[CH:7]=[CH:8][C:3]([O:2][CH3:1])=[CH:4][CH:5]=2)=[CH:36][N:37]=1, predict the reactants needed to synthesize it. The reactants are: [CH3:1][O:2][C:3]1[CH:8]=[CH:7][C:6](B(O)O)=[CH:5][CH:4]=1.C1(P(C2C=CC=CC=2)C2C=CC=CC=2)C=CC=CC=1.[NH2:31][C:32]1[C:33]([C:39]([NH:41][C:42]2[CH:47]=[CH:46][CH:45]=[CH:44][CH:43]=2)=[O:40])=[N:34][C:35](Br)=[CH:36][N:37]=1.C([O-])([O-])=O.[Na+].[Na+].